The task is: Predict the reaction yield, written as a fraction of the theoretical maximum amount of product (1.0 means a 100% yield; for example, 0.34 means a 34% yield).. This data is from Reaction yield outcomes from USPTO patents with 853,638 reactions. (1) The reactants are [Br:1][C:2]1[CH:8]=[CH:7][C:5]([NH2:6])=[CH:4][CH:3]=1.[C:9]([C:13]1[CH:20]=[CH:19][C:16]([CH:17]=O)=[CH:15][CH:14]=1)([CH3:12])([CH3:11])[CH3:10].C(O)(=O)C.[C-:25]#[N:26].[K+]. The catalyst is C1COCC1.O. The product is [Br:1][C:2]1[CH:8]=[CH:7][C:5]([NH:6][CH:17]([C:16]2[CH:19]=[CH:20][C:13]([C:9]([CH3:12])([CH3:11])[CH3:10])=[CH:14][CH:15]=2)[C:25]#[N:26])=[CH:4][CH:3]=1. The yield is 0.770. (2) The reactants are [C:1]([CH2:3][C:4]([OH:6])=O)#[N:2].[Li]CCCC.[C:12]1([CH2:18]C(Cl)=O)[CH:17]=[CH:16][CH:15]=[CH:14][CH:13]=1. The catalyst is C1COCC1. The product is [O:6]=[C:4]([CH2:18][C:12]1[CH:17]=[CH:16][CH:15]=[CH:14][CH:13]=1)[CH2:3][C:1]#[N:2]. The yield is 0.400. (3) The reactants are [O:1]1[CH2:6][CH2:5][CH2:4][CH2:3][CH:2]1[O:7][C:8]1[CH:13]=[CH:12][C:11](B(O)O)=[CH:10][CH:9]=1.O1CCN(CC[CH2:25][O:26][C:27]2[CH:36]=[C:35]3[C:30]([C:31]([O:37][C:38]4[CH:43]=[CH:42][C:41](NC(=O)CC5C=CC=CN=5)=[CH:40][C:39]=4[F:54])=[CH:32][CH:33]=[N:34]3)=[CH:29][C:28]=2[O:55][CH3:56])CC1. No catalyst specified. The product is [F:54][C:39]1[CH:40]=[C:41]([C:11]2[CH:12]=[CH:13][C:8]([O:7][CH:2]3[CH2:3][CH2:4][CH2:5][CH2:6][O:1]3)=[CH:9][CH:10]=2)[CH:42]=[CH:43][C:38]=1[O:37][C:31]1[C:30]2[C:35](=[CH:36][C:27]([O:26][CH3:25])=[C:28]([O:55][CH3:56])[CH:29]=2)[N:34]=[CH:33][CH:32]=1. The yield is 0.530.